Dataset: Drug-target binding data from BindingDB using Ki measurements. Task: Regression. Given a target protein amino acid sequence and a drug SMILES string, predict the binding affinity score between them. We predict pKi (pKi = -log10(Ki in M); higher means stronger inhibition). Dataset: bindingdb_ki. (1) The small molecule is COc1ccc(S(=O)(=O)N(CCO)CC(=O)NO)cc1. The target protein (P09237) has sequence MRLTVLCAVCLLPGSLALPLPQEAGGMSELQWEQAQDYLKRFYLYDSETKNANSLEAKLKEMQKFFGLPITGMLNSRVIEIMQKPRCGVPDVAEYSLFPNSPKWTSKVVTYRIVSYTRDLPHITVDRLVSKALNMWGKEIPLHFRKVVWGTADIMIGFARGAHGDSYPFDGPGNTLAHAFAPGTGLGGDAHFDEDERWTDGSSLGINFLYAATHELGHSLGMGHSSDPNAVMYPTYGNGDPQNFKLSQDDIKGIQKLYGKRSNSRKK. The pKi is 5.8. (2) The small molecule is NC(CCC(=O)NC(CSCc1ccccc1)C(=O)NCCC(=O)O)C(=O)O. The target protein (P09488) has sequence MPMILGYWDIRGLAHAIRLLLEYTDSSYEEKKYTMGDAPDYDRSQWLNEKFKLGLDFPNLPYLIDGAHKITQSNAILCYIARKHNLCGETEEEKIRVDILENQTMDNHMQLGMICYNPEFEKLKPKYLEELPEKLKLYSEFLGKRPWFAGNKITFVDFLVYDVLDLHRIFEPKCLDAFPNLKDFISRFEGLEKISAYMKSSRFLPRPVFSKMAVWGNK. The pKi is 4.7. (3) The compound is Nc1ncnc2c1ncn2[C@@H]1O[C@H](CO)[C@@H](O)[C@H]1O. The target protein (Q14542) has sequence MARGDAPRDSYHLVGISFFILGLGTLLPWNFFITAIPYFQARLAGAGNSTARILSTNHTGPEDAFNFNNWVTLLSQLPLLLFTLLNSFLYQCVPETVRILGSLLAILLLFALTAALVKVDMSPGPFFSITMASVCFINSFSAVLQGSLFGQLGTMPSTYSTLFLSGQGLAGIFAALAMLLSMASGVDAETSALGYFITPCVGILMSIVCYLSLPHLKFARYYLANKSSQAQAQELETKAELLQSDENGIPSSPQKVALTLDLDLEKEPESEPDEPQKPGKPSVFTVFQKIWLTALCLVLVFTVTLSVFPAITAMVTSSTSPGKWSQFFNPICCFLLFNIMDWLGRSLTSYFLWPDEDSRLLPLLVCLRFLFVPLFMLCHVPQRSRLPILFPQDAYFITFMLLFAVSNGYLVSLTMCLAPRQVLPHEREVAGALMTFFLALGLSCGASLSFLFKALL. The pKi is 4.0. (4) The drug is O=P(O)(O)C(O)(Cc1ccncc1)P(=O)(O)O. The target protein sequence is MSARLNNLLQHIAVKDKDSDTMRHLKQRMALASLANQFTVGKDHLKQLMLYMVHQMIEGLEGRESTLRMLPSYVYKTDPSKATGVFYALDLGGTNFRVLRVTCKEGRVADRVDAKFVIPQQALQGTAEDLFGFIAQSVKKMMEQKAPEDLNRTVPLGFTFSFPTEQKGVDHGFLIKWTKGFSTRGVEGKDVVELLQKALKRMEVKVKVVALCNDTVGTLITNYFFDPDTQVGVIIGTGSNACYFEDAYAVTKEPSVAARGTTQTPINMECGNFDSKYKFVLPVTAYDEAMDAVTPNRNFQTQEKMVSGMYLGEISRRMIAHLAELHCLPSALASKMAKPWSFETKFMGMISADRMPGLQFTRQVFQELFQVDVTDVADLHVIRDVCCLVRGRAAQISAMFCSAPLVKTRKEGRATVAIDGSVFEKTPSFRRLLQQNMNAILGPGCDVTTALARDGSGIGAAFISALVVNDK. The pKi is 5.0. (5) The target protein (P05363) has sequence MGACVVMTDINISSGLDSNATGITAFSMPGWQLALWTAAYLALVLVAVMGNATVIWIILAHQRMRTVTNYFIVNLALADLCMAAFNAAFNFVYASHNIWYFGRAFCYFQNLFPITAMFVSIYSMTAIAADRYMAIVHPFQPRLSAPGTRAVIAGIWLVALALAFPQCFYSTITTDEGATKCVVAWPEDSGGKMLLLYHLIVIALIYFLPLVVMFVAYSVIGLTLWRRSVPGHQAHGANLRHLQAKKKFVKTMVLVVVTFAICWLPYHLYFILGTFQEDIYCHKFIQQVYLALFWLAMSSTMYNPIIYCCLNHRFRSGFRLAFRCCPWVTPTEEDKMELTYTPSLSTRVNRCHTKEIFFMSGDVAPSEAVNGQAESPQAGVSTEP. The small molecule is CC(=O)NC1(c2ccccc2)CCN(CCC(CN(C)C(=O)c2ccccc2)c2ccc(Cl)c(Cl)c2)CC1. The pKi is 9.1.